This data is from Full USPTO retrosynthesis dataset with 1.9M reactions from patents (1976-2016). The task is: Predict the reactants needed to synthesize the given product. (1) Given the product [CH3:1][O:2][C:3]1[C:8]([C:9]2[CH2:14][CH2:13][CH:12]([N:16]3[CH2:19][CH:18]([NH:20][C:21]([CH2:23][NH:24][C:25](=[O:36])[C:26]4[CH:31]=[CH:30][CH:29]=[C:28]([C:32]([F:35])([F:33])[F:34])[CH:27]=4)=[O:22])[CH2:17]3)[CH2:11][CH:10]=2)=[CH:7][CH:6]=[CH:5][N:4]=1, predict the reactants needed to synthesize it. The reactants are: [CH3:1][O:2][C:3]1[C:8]([C:9]2[CH2:14][CH2:13][C:12](=O)[CH2:11][CH:10]=2)=[CH:7][CH:6]=[CH:5][N:4]=1.[NH:16]1[CH2:19][CH:18]([NH:20][C:21]([CH2:23][NH:24][C:25](=[O:36])[C:26]2[CH:31]=[CH:30][CH:29]=[C:28]([C:32]([F:35])([F:34])[F:33])[CH:27]=2)=[O:22])[CH2:17]1. (2) Given the product [C:1]([C:5]1[C:6]([O:32][CH3:33])=[C:7]([CH:8]=[C:9]([N:11]2[CH:16]=[CH:15][C:14](=[O:17])[NH:13][C:12]2=[O:18])[CH:10]=1)/[CH:19]=[CH:20]/[C:21]1[CH:26]=[CH:25][C:24]([NH:27][S:28]([CH3:31])(=[O:29])=[O:30])=[CH:23][CH:22]=1)([CH3:4])([CH3:2])[CH3:3], predict the reactants needed to synthesize it. The reactants are: [C:1]([C:5]1[C:6]([O:32][CH3:33])=[C:7]([C:19]#[C:20][C:21]2[CH:26]=[CH:25][C:24]([NH:27][S:28]([CH3:31])(=[O:30])=[O:29])=[CH:23][CH:22]=2)[CH:8]=[C:9]([N:11]2[CH:16]=[CH:15][C:14](=[O:17])[NH:13][C:12]2=[O:18])[CH:10]=1)([CH3:4])([CH3:3])[CH3:2].CC(N(C)C)=O.O.C([SiH](CC)CC)C.